From a dataset of Reaction yield outcomes from USPTO patents with 853,638 reactions. Predict the reaction yield, written as a fraction of the theoretical maximum amount of product (1.0 means a 100% yield; for example, 0.34 means a 34% yield). (1) The reactants are [N+:1]([C:4]1[CH:9]=[CH:8][C:7]([CH2:10][C:11]([OH:13])=[O:12])=[CH:6][CH:5]=1)([O-:3])=[O:2].S(=O)(=O)(O)O.[CH3:19]O. No catalyst specified. The product is [N+:1]([C:4]1[CH:5]=[CH:6][C:7]([CH2:10][C:11]([O:13][CH3:19])=[O:12])=[CH:8][CH:9]=1)([O-:3])=[O:2]. The yield is 0.960. (2) The catalyst is C(Cl)Cl.O. The product is [C:8]1([C:14]2[CH:19]=[C:18]([CH:20]3[CH2:21][CH2:22][N:23]([CH:47]4[CH2:48][O:49][C:44]([CH3:51])([CH3:43])[O:45][CH2:46]4)[CH2:24][CH2:25]3)[CH:17]=[CH:16][C:15]=2[NH:26][C:27]([C:29]2[NH:30][CH:31]=[C:32]([C:34]#[N:35])[N:33]=2)=[O:28])[CH2:13][CH2:12][CH2:11][CH2:10][CH:9]=1. The reactants are FC(F)(F)C(O)=O.[C:8]1([C:14]2[CH:19]=[C:18]([CH:20]3[CH2:25][CH2:24][NH:23][CH2:22][CH2:21]3)[CH:17]=[CH:16][C:15]=2[NH:26][C:27]([C:29]2[NH:30][CH:31]=[C:32]([C:34]#[N:35])[N:33]=2)=[O:28])[CH2:13][CH2:12][CH2:11][CH2:10][CH:9]=1.CCN(CC)CC.[CH3:43][C:44]1([CH3:51])[O:49][CH2:48][C:47](=O)[CH2:46][O:45]1.[BH-](OC(C)=O)(OC(C)=O)OC(C)=O.[Na+]. The yield is 0.280. (3) The catalyst is CN(C=O)C.O. The yield is 0.460. The reactants are [F:1][C:2]1[CH:7]=[C:6]([C:8]2([OH:12])[CH2:11][O:10][CH2:9]2)[CH:5]=[C:4]([F:13])[C:3]=1[C:14]1[N:19]=[C:18]([C:20]([O:22][CH3:23])=[O:21])[CH:17]=[CH:16][C:15]=1[F:24].[H-].[Na+].[CH3:27]I. The product is [F:13][C:4]1[CH:5]=[C:6]([C:8]2([O:12][CH3:27])[CH2:11][O:10][CH2:9]2)[CH:7]=[C:2]([F:1])[C:3]=1[C:14]1[N:19]=[C:18]([C:20]([O:22][CH3:23])=[O:21])[CH:17]=[CH:16][C:15]=1[F:24].